From a dataset of Full USPTO retrosynthesis dataset with 1.9M reactions from patents (1976-2016). Predict the reactants needed to synthesize the given product. (1) Given the product [CH3:1][C:2]1[O:6][C:5]([CH:7]=[CH:15][N+:12]([O-:14])=[O:13])=[CH:4][CH:3]=1, predict the reactants needed to synthesize it. The reactants are: [CH3:1][C:2]1[O:6][C:5]([CH:7]=O)=[CH:4][CH:3]=1.[OH-].[Na+].Cl.[N+:12]([CH3:15])([O-:14])=[O:13]. (2) Given the product [CH3:11][N:12]([CH3:41])[S:13]([N:16]1[C:20]([CH:21]([C:23]2[CH:32]=[CH:31][C:26]3[O:27][CH2:28][CH2:29][O:30][C:25]=3[CH:24]=2)[OH:22])=[C:19]([CH3:33])[N:18]=[CH:17]1)(=[O:14])=[O:15], predict the reactants needed to synthesize it. The reactants are: C(Cl)(=O)C(Cl)=O.CS(C)=O.[CH3:11][N:12]([CH3:41])[S:13]([N:16]1[C:20]([CH:21]([C:23]2[CH:32]=[CH:31][C:26]3[O:27][CH2:28][CH2:29][O:30][C:25]=3[CH:24]=2)[OH:22])=[C:19]([CH3:33])[N:18]=[C:17]1[Si](C(C)(C)C)(C)C)(=[O:15])=[O:14].C(N(CC)CC)C.